This data is from Forward reaction prediction with 1.9M reactions from USPTO patents (1976-2016). The task is: Predict the product of the given reaction. (1) Given the reactants O.[OH-].[Li+].[CH2:4]([C:11]1[CH:12]=[CH:13][C:14]([C:17]#[C:18][C:19]2[CH:33]=[CH:32][C:22]([CH2:23][N:24]3[CH2:27][CH:26]([C:28]([O:30]C)=[O:29])[CH2:25]3)=[CH:21][C:20]=2[F:34])=[N:15][CH:16]=1)[C:5]1[CH:10]=[CH:9][CH:8]=[CH:7][CH:6]=1, predict the reaction product. The product is: [CH2:4]([C:11]1[CH:12]=[CH:13][C:14]([C:17]#[C:18][C:19]2[CH:33]=[CH:32][C:22]([CH2:23][N:24]3[CH2:27][CH:26]([C:28]([OH:30])=[O:29])[CH2:25]3)=[CH:21][C:20]=2[F:34])=[N:15][CH:16]=1)[C:5]1[CH:10]=[CH:9][CH:8]=[CH:7][CH:6]=1. (2) The product is: [S:1]1[CH:5]=[CH:4][CH:3]=[C:2]1[S:6]([N:9]1[CH2:14][CH2:13][N:12]([C:15]2[CH:16]=[CH:17][C:18]([C@:21]([OH:27])([CH3:26])[C:22]([F:23])([F:24])[F:25])=[CH:19][CH:20]=2)[C@H:11]([CH2:28][N:29]2[CH2:33][CH2:32][C@@H:31]([OH:34])[CH2:30]2)[CH2:10]1)(=[O:7])=[O:8]. Given the reactants [S:1]1[CH:5]=[CH:4][CH:3]=[C:2]1[S:6]([N:9]1[CH2:14][CH2:13][N:12]([C:15]2[CH:20]=[CH:19][C:18]([C@@:21]([OH:27])([CH3:26])[C:22]([F:25])([F:24])[F:23])=[CH:17][CH:16]=2)[C@H:11]([CH2:28][N:29]2[CH2:33][CH2:32][C@@H:31]([OH:34])[CH2:30]2)[CH2:10]1)(=[O:8])=[O:7].S1C=CC=C1S(N1CCN(C2C=CC([C@](O)(C)C(F)(F)F)=CC=2)[C@@H](CN2CC[C@@H](O)C2)C1)(=O)=O.S1C=CC=C1S(N1CCN(C2C=CC([C@@](O)(C)C(F)(F)F)=CC=2)[C@@H](CN2CC[C@@H](O)C2)C1)(=O)=O.C1N=C(N)C2N=CN([C@@H]3O[C@H](COP(OP(OC[C@H]4O[C@@H](N5C=C(C(N)=O)CC=C5)[C@H](O)[C@@H]4O)(O)=O)(O)=O)[C@@H](O)[C@H]3OP(O)(O)=O)C=2N=1, predict the reaction product. (3) The product is: [C:6]([C:7]1[CH:16]=[CH:15][C:14]2[C:9](=[CH:10][CH:11]=[CH:12][CH:13]=2)[N:8]=1)#[CH:5]. Given the reactants C[Si]([C:5]#[C:6][C:7]1[CH:16]=[CH:15][C:14]2[C:9](=[CH:10][CH:11]=[CH:12][CH:13]=2)[N:8]=1)(C)C.C([O-])([O-])=O.[K+].[K+].CCOC(C)=O.CCCCCC.Cl, predict the reaction product. (4) Given the reactants [CH2:1]([O:8][C:9](Cl)=[O:10])[C:2]1[CH:7]=[CH:6][CH:5]=[CH:4][CH:3]=1.[C:12]([O:16][C:17](=[O:33])[NH:18][C:19]1[CH:24]=[C:23]([C:25]2[CH:29]=[C:28]([CH3:30])[NH:27][N:26]=2)[C:22]([F:31])=[CH:21][C:20]=1[CH3:32])([CH3:15])([CH3:14])[CH3:13].CCN(C(C)C)C(C)C.C(O)(=O)CC(CC(O)=O)(C(O)=O)O, predict the reaction product. The product is: [CH2:1]([O:8][C:9]([N:27]1[C:28]([CH3:30])=[CH:29][CH:25]([C:23]2[CH:24]=[C:19]([NH:18][C:17]([O:16][C:12]([CH3:14])([CH3:13])[CH3:15])=[O:33])[C:20]([CH3:32])=[CH:21][C:22]=2[F:31])[NH:26]1)=[O:10])[C:2]1[CH:7]=[CH:6][CH:5]=[CH:4][CH:3]=1. (5) Given the reactants [F:1][C:2]([F:35])([F:34])[C:3]1[CH:4]=[C:5]([CH:27]=[C:28]([C:30]([F:33])([F:32])[F:31])[CH:29]=1)[CH2:6][N:7]1[C:11](Cl)=[C:10]([C:13]([N:15]2[CH2:19][CH2:18][CH2:17][CH:16]2[C:20]2[CH:25]=[CH:24][CH:23]=[CH:22][C:21]=2[Cl:26])=[O:14])[N:9]=[N:8]1.[CH3:36][N:37]1[CH2:42][CH2:41][NH:40][CH2:39][CH2:38]1, predict the reaction product. The product is: [F:1][C:2]([F:35])([F:34])[C:3]1[CH:4]=[C:5]([CH:27]=[C:28]([C:30]([F:32])([F:31])[F:33])[CH:29]=1)[CH2:6][N:7]1[C:11]([N:40]2[CH2:41][CH2:42][N:37]([CH3:36])[CH2:38][CH2:39]2)=[C:10]([C:13]([N:15]2[CH2:19][CH2:18][CH2:17][CH:16]2[C:20]2[CH:25]=[CH:24][CH:23]=[CH:22][C:21]=2[Cl:26])=[O:14])[N:9]=[N:8]1. (6) Given the reactants C([O:5][C:6](=O)[NH:7][C@@H:8]1[CH2:12][CH2:11][N:10]([C:13]2[CH:18]=[CH:17][C:16]([Br:19])=[CH:15][N:14]=2)[CH2:9]1)(C)(C)C.C(O)([C:23](F)([F:25])[F:24])=O.FC(F)C(O)=O.CCN=C=NCCCN(C)C.C1C=CC2N(O)N=NC=2C=1.CCN(CC)CC, predict the reaction product. The product is: [Br:19][C:16]1[CH:17]=[CH:18][C:13]([N:10]2[CH2:11][CH2:12][C@@H:8]([NH:7][C:6](=[O:5])[CH:23]([F:25])[F:24])[CH2:9]2)=[N:14][CH:15]=1. (7) The product is: [OH:2][C:3]1[CH:20]=[CH:19][C:18]2[C@@H:17]3[C@:8]([CH:22]=[CH2:23])([C@H:9]4[C@@:13]([CH2:15][CH2:16]3)([CH3:14])[C:12](=[O:21])[CH2:11][CH2:10]4)[CH2:7][CH2:6][C:5]=2[CH:4]=1. Given the reactants C[O:2][C:3]1[CH:20]=[CH:19][C:18]2[C@@H:17]3[C@:8]([CH:22]=[CH2:23])([C@H:9]4[C@@:13]([CH2:15][CH2:16]3)([CH3:14])[C:12](=[O:21])[CH2:11][CH2:10]4)[CH2:7][CH2:6][C:5]=2[CH:4]=1.Cl.[NH+]1C=CC=CC=1, predict the reaction product. (8) Given the reactants Br[CH2:2][C:3]1[C:7]2[CH:8]=[CH:9][C:10]([O:12][C:13]3[CH:20]=[CH:19][C:18]([F:21])=[CH:17][C:14]=3[C:15]#[N:16])=[CH:11][C:6]=2[O:5][N:4]=1.[NH:22]1[CH2:26][CH2:25][CH2:24][CH2:23]1, predict the reaction product. The product is: [F:21][C:18]1[CH:19]=[CH:20][C:13]([O:12][C:10]2[CH:9]=[CH:8][C:7]3[C:3]([CH2:2][N:22]4[CH2:26][CH2:25][CH2:24][CH2:23]4)=[N:4][O:5][C:6]=3[CH:11]=2)=[C:14]([CH:17]=1)[C:15]#[N:16]. (9) Given the reactants C(=O)([O-])[O-].[Na+].[Na+].[CH3:7][S:8]([O:11][C@H:12]1[CH2:16][NH:15][C@@H:14]2[C@@H:17]([OH:20])[CH2:18][O:19][C@H:13]12)(=[O:10])=[O:9].[C:21](O[C:21]([O:23][C:24]([CH3:27])([CH3:26])[CH3:25])=[O:22])([O:23][C:24]([CH3:27])([CH3:26])[CH3:25])=[O:22], predict the reaction product. The product is: [OH:20][C@@H:17]1[C@H:14]2[N:15]([C:21]([O:23][C:24]([CH3:27])([CH3:26])[CH3:25])=[O:22])[CH2:16][C@H:12]([O:11][S:8]([CH3:7])(=[O:9])=[O:10])[C@H:13]2[O:19][CH2:18]1.